Predict the reactants needed to synthesize the given product. From a dataset of Full USPTO retrosynthesis dataset with 1.9M reactions from patents (1976-2016). (1) Given the product [CH3:17][C:12]([NH:20][C:23](=[O:32])[O:49][CH2:42][C:43]1[CH:48]=[CH:47][CH:46]=[CH:45][CH:44]=1)([C:9]1[CH:8]=[CH:7][C:6]([NH:5][S:2]([CH3:1])(=[O:3])=[O:4])=[CH:11][CH:10]=1)[CH3:16], predict the reactants needed to synthesize it. The reactants are: [CH3:1][S:2]([NH:5][C:6]1[CH:11]=[CH:10][C:9]([C:12]([CH3:17])([CH3:16])C(O)=O)=[CH:8][CH:7]=1)(=[O:4])=[O:3].CC[N:20]([CH2:23]C)CC.C1(P(N=[N+]=[N-])(C2C=CC=CC=2)=[O:32])C=CC=CC=1.[CH2:42]([OH:49])[C:43]1[CH:48]=[CH:47][CH:46]=[CH:45][CH:44]=1. (2) Given the product [NH2:31][CH2:32][C@@H:42]([NH:24][C:28]([C:27]1[S:10][C:11]([CH3:7])=[C:25]([C:52]2[N:53]([CH3:54])[N:49]=[CH:50][C:51]=2[Br:15])[CH:26]=1)=[O:29])[C:43]1[CH:44]=[CH:45][CH:46]=[CH:47][CH:48]=1, predict the reactants needed to synthesize it. The reactants are: CN1C([C:7]2C=C(C(O)=O)[S:10][CH:11]=2)=CC=N1.[Br:15]N1C(=O)CCC1=O.Cl[N:24]1[C:28](=[O:29])[CH2:27][CH2:26][C:25]1=O.[NH2:31][CH:32]([CH2:42][C:43]1[CH:48]=[CH:47][CH:46]=[CH:45][CH:44]=1)CNC(=O)OC(C)(C)C.[NH2:49][CH:50](CC1C=CC=CC=1)[CH2:51][CH2:52][NH:53][C:54](=O)OC(C)(C)C.